This data is from Forward reaction prediction with 1.9M reactions from USPTO patents (1976-2016). The task is: Predict the product of the given reaction. (1) Given the reactants [OH:1][C:2]1[CH:11]=[CH:10][C:9]([N+:12]([O-:14])=[O:13])=[CH:8][C:3]=1[C:4]([O:6][CH3:7])=[O:5].[F:15][C:16]1[CH:21]=[CH:20][C:19]([CH:22]([C:24]2[CH:29]=[CH:28][CH:27]=[CH:26][CH:25]=2)O)=[CH:18][CH:17]=1.C1(C)C=CC=CC=1.C1(P(C2C=CC=CC=2)C2C=CC=CC=2)C=CC=CC=1, predict the reaction product. The product is: [F:15][C:16]1[CH:17]=[CH:18][C:19]([CH:22]([C:24]2[CH:25]=[CH:26][CH:27]=[CH:28][CH:29]=2)[O:1][C:2]2[CH:11]=[CH:10][C:9]([N+:12]([O-:14])=[O:13])=[CH:8][C:3]=2[C:4]([O:6][CH3:7])=[O:5])=[CH:20][CH:21]=1. (2) Given the reactants [F:1][C:2]1[CH:7]=[CH:6][C:5](I)=[CH:4][CH:3]=1.I[C:10]([F:28])([F:27])[C:11]([F:26])([F:25])[C:12]([F:24])([F:23])[C:13]([F:22])([F:21])[C:14]([F:20])([F:19])[C:15]([F:18])([F:17])I, predict the reaction product. The product is: [F:1][C:2]1[CH:7]=[CH:6][C:5]([C:10]([F:28])([F:27])[C:11]([F:26])([F:25])[C:12]([F:24])([F:23])[C:13]([F:22])([F:21])[C:14]([F:20])([F:19])[C:15]([F:18])([F:17])[C:5]2[CH:6]=[CH:7][C:2]([F:1])=[CH:3][CH:4]=2)=[CH:4][CH:3]=1. (3) Given the reactants [CH3:1][O:2][C:3]1[CH:10]=[C:9]([O:11][CH3:12])[CH:8]=[CH:7][C:4]=1[CH2:5][NH2:6].C(O[BH-](OC(=O)C)OC(=O)C)(=O)C.[Na+].C(O)(=O)C.O=[C:32]1[CH2:36][CH2:35][CH:34]([C:37]([O:39][CH2:40][CH3:41])=[O:38])[CH2:33]1, predict the reaction product. The product is: [CH3:1][O:2][C:3]1[CH:10]=[C:9]([O:11][CH3:12])[CH:8]=[CH:7][C:4]=1[CH2:5][NH:6][CH:32]1[CH2:36][CH2:35][CH:34]([C:37]([O:39][CH2:40][CH3:41])=[O:38])[CH2:33]1. (4) Given the reactants [OH:1][CH2:2][CH2:3][CH2:4][CH2:5][C@H:6]([NH:8]C(=O)OC(C)(C)C)[CH3:7].[C:16]([OH:22])([C:18]([F:21])([F:20])[F:19])=[O:17], predict the reaction product. The product is: [F:19][C:18]([F:21])([F:20])[C:16]([OH:22])=[O:17].[NH2:8][C@H:6]([CH3:7])[CH2:5][CH2:4][CH2:3][CH2:2][OH:1]. (5) Given the reactants [Br:1][C:2]1[S:6][C:5]([C:7]([OH:9])=O)=[CH:4][CH:3]=1.[NH2:10][C:11]1[CH:12]=[C:13]([CH:18]=[CH:19][C:20]=1[CH3:21])[C:14]([O:16][CH3:17])=[O:15], predict the reaction product. The product is: [Br:1][C:2]1[S:6][C:5]([C:7]([NH:10][C:11]2[CH:12]=[C:13]([CH:18]=[CH:19][C:20]=2[CH3:21])[C:14]([O:16][CH3:17])=[O:15])=[O:9])=[CH:4][CH:3]=1.